This data is from Forward reaction prediction with 1.9M reactions from USPTO patents (1976-2016). The task is: Predict the product of the given reaction. Given the reactants [C@H:1]1([NH:10][C:11]2[C:12]3[CH:19]=[CH:18][N:17]([C@H:20]4[CH2:24][C@H:23]([OH:25])[C@H:22]([CH2:26][OH:27])[CH2:21]4)[C:13]=3[N:14]=[CH:15][N:16]=2)[C:9]2[C:4](=[CH:5][CH:6]=[CH:7][CH:8]=2)[CH2:3][CH2:2]1.C(C1C=C(C)C=C(C(C)(C)C)N=1)(C)(C)C.[C:43]([O:47][C:48](=[O:54])[NH:49][S:50](Cl)(=[O:52])=[O:51])([CH3:46])([CH3:45])[CH3:44], predict the reaction product. The product is: [C@H:1]1([NH:10][C:11]2[C:12]3[CH:19]=[CH:18][N:17]([C@@H:20]4[CH2:21][C@@H:22]([CH2:26][O:27][S:50]([NH:49][C:48](=[O:54])[O:47][C:43]([CH3:45])([CH3:44])[CH3:46])(=[O:51])=[O:52])[C@@H:23]([OH:25])[CH2:24]4)[C:13]=3[N:14]=[CH:15][N:16]=2)[C:9]2[C:4](=[CH:5][CH:6]=[CH:7][CH:8]=2)[CH2:3][CH2:2]1.